Dataset: Peptide-MHC class II binding affinity with 134,281 pairs from IEDB. Task: Regression. Given a peptide amino acid sequence and an MHC pseudo amino acid sequence, predict their binding affinity value. This is MHC class II binding data. (1) The peptide sequence is YSDRGWGNGCGLFGK. The MHC is HLA-DQA10201-DQB10402 with pseudo-sequence HLA-DQA10201-DQB10402. The binding affinity (normalized) is 0. (2) The binding affinity (normalized) is 0.296. The peptide sequence is ALKVAATAANAAPAN. The MHC is DRB1_0901 with pseudo-sequence DRB1_0901. (3) The peptide sequence is GELNIVDKIDAAFKI. The MHC is DRB1_0802 with pseudo-sequence DRB1_0802. The binding affinity (normalized) is 0.511. (4) The peptide sequence is GKAKGSRAIWYMWLG. The MHC is HLA-DQA10201-DQB10301 with pseudo-sequence HLA-DQA10201-DQB10301. The binding affinity (normalized) is 0. (5) The peptide sequence is NCEALSLVSHIVKWK. The MHC is DRB1_1501 with pseudo-sequence DRB1_1501. The binding affinity (normalized) is 0.717. (6) The binding affinity (normalized) is 0. The MHC is DRB1_0802 with pseudo-sequence DRB1_0802. The peptide sequence is QLQPSLQTGSEELRSLY.